From a dataset of Reaction yield outcomes from USPTO patents with 853,638 reactions. Predict the reaction yield, written as a fraction of the theoretical maximum amount of product (1.0 means a 100% yield; for example, 0.34 means a 34% yield). The reactants are Br[C:2]1[CH:7]=[CH:6][N:5]=[C:4]2[N:8]([CH2:11][O:12][CH2:13][CH2:14][Si:15]([CH3:18])([CH3:17])[CH3:16])[CH:9]=[CH:10][C:3]=12.CC1(C)C(C)(C)OB([C:27]2[CH:28]=[N:29][NH:30][CH:31]=2)O1.CN(C=O)C.C(=O)([O-])[O-].[K+].[K+]. The catalyst is O.C(OCC)(=O)C.[Pd].C1(P(C2C=CC=CC=2)C2C=CC=CC=2)C=CC=CC=1.C1(P(C2C=CC=CC=2)C2C=CC=CC=2)C=CC=CC=1.C1(P(C2C=CC=CC=2)C2C=CC=CC=2)C=CC=CC=1.C1(P(C2C=CC=CC=2)C2C=CC=CC=2)C=CC=CC=1. The product is [NH:29]1[CH:28]=[C:27]([C:2]2[CH:7]=[CH:6][N:5]=[C:4]3[N:8]([CH2:11][O:12][CH2:13][CH2:14][Si:15]([CH3:18])([CH3:17])[CH3:16])[CH:9]=[CH:10][C:3]=23)[CH:31]=[N:30]1. The yield is 0.700.